Dataset: NCI-60 drug combinations with 297,098 pairs across 59 cell lines. Task: Regression. Given two drug SMILES strings and cell line genomic features, predict the synergy score measuring deviation from expected non-interaction effect. (1) Drug 2: C#CCC(CC1=CN=C2C(=N1)C(=NC(=N2)N)N)C3=CC=C(C=C3)C(=O)NC(CCC(=O)O)C(=O)O. Synergy scores: CSS=40.2, Synergy_ZIP=-1.20, Synergy_Bliss=-3.35, Synergy_Loewe=-2.16, Synergy_HSA=-1.91. Cell line: U251. Drug 1: C1=CC(=C2C(=C1NCCNCCO)C(=O)C3=C(C=CC(=C3C2=O)O)O)NCCNCCO. (2) Drug 1: C1CCC(C1)C(CC#N)N2C=C(C=N2)C3=C4C=CNC4=NC=N3. Drug 2: CC1=C2C(C(=O)C3(C(CC4C(C3C(C(C2(C)C)(CC1OC(=O)C(C(C5=CC=CC=C5)NC(=O)C6=CC=CC=C6)O)O)OC(=O)C7=CC=CC=C7)(CO4)OC(=O)C)O)C)OC(=O)C. Cell line: BT-549. Synergy scores: CSS=52.4, Synergy_ZIP=13.9, Synergy_Bliss=11.2, Synergy_Loewe=-30.2, Synergy_HSA=9.19. (3) Drug 1: C1=NC2=C(N1)C(=S)N=C(N2)N. Drug 2: CC1CCC2CC(C(=CC=CC=CC(CC(C(=O)C(C(C(=CC(C(=O)CC(OC(=O)C3CCCCN3C(=O)C(=O)C1(O2)O)C(C)CC4CCC(C(C4)OC)OCCO)C)C)O)OC)C)C)C)OC. Cell line: NCI-H322M. Synergy scores: CSS=44.8, Synergy_ZIP=1.81, Synergy_Bliss=5.09, Synergy_Loewe=5.83, Synergy_HSA=7.16.